From a dataset of Reaction yield outcomes from USPTO patents with 853,638 reactions. Predict the reaction yield, written as a fraction of the theoretical maximum amount of product (1.0 means a 100% yield; for example, 0.34 means a 34% yield). (1) The reactants are [CH3:1][NH:2][O:3][CH3:4].[F:5][C:6]1[CH:14]=[CH:13][C:9]([C:10](Cl)=[O:11])=[CH:8][CH:7]=1.[NH4+].[Cl-]. The catalyst is C1COCC1. The product is [F:5][C:6]1[CH:14]=[CH:13][C:9]([C:10]([N:2]([O:3][CH3:4])[CH3:1])=[O:11])=[CH:8][CH:7]=1. The yield is 0.660. (2) The reactants are [H-].[Na+].[C:3]1([NH:9][S:10]([CH3:13])(=[O:12])=[O:11])[CH:8]=[CH:7][CH:6]=[CH:5][CH:4]=1.[H][H].[OH-:16].[Na+].[CH2:18]([CH2:21][O:22]C)OC. The catalyst is C([O-])(=O)C.[Cu+2].C([O-])(=O)C.O. The product is [CH3:13][S:10]([N:9]([C:3]1[CH:4]=[CH:5][CH:6]=[CH:7][CH:8]=1)[C:7]1[CH:8]=[CH:3][CH:4]=[CH:5][C:18]=1[C:21]([OH:22])=[O:16])(=[O:12])=[O:11]. The yield is 0.850. (3) The reactants are [F:1][C:2]1[CH:18]=[CH:17][C:5]2[CH2:6][CH2:7][N:8]([C:11](=[O:16])[C:12]([F:15])([F:14])[F:13])[CH2:9][CH2:10][C:4]=2[C:3]=1OS(C(F)(F)F)(=O)=O.[CH3:27][C:28]([CH3:32])([CH3:31])[C:29]#[CH:30]. No catalyst specified. The product is [CH3:27][C:28]([CH3:32])([CH3:31])[C:29]#[C:30][C:3]1[C:4]2[CH2:10][CH2:9][N:8]([C:11](=[O:16])[C:12]([F:15])([F:13])[F:14])[CH2:7][CH2:6][C:5]=2[CH:17]=[CH:18][C:2]=1[F:1]. The yield is 0.840. (4) The reactants are [NH2:1][C:2]1[CH:10]=[CH:9][C:5]([C:6]([OH:8])=[O:7])=[CH:4][C:3]=1[OH:11].Cl.[CH3:13]O. No catalyst specified. The product is [NH2:1][C:2]1[CH:10]=[CH:9][C:5]([C:6]([O:8][CH3:13])=[O:7])=[CH:4][C:3]=1[OH:11]. The yield is 0.970. (5) The reactants are [C:1]1([CH3:10])[CH:6]=[CH:5][C:4]([S@@:7]([NH2:9])=[O:8])=[CH:3][CH:2]=1.[CH3:11][C@H:12]([C@H:15]([CH3:19])[CH2:16][CH2:17][CH3:18])[CH:13]=O. The catalyst is C1COCC1.[Cl-].[Na+].O.[O-]CC.[Ti+4].[O-]CC.[O-]CC.[O-]CC. The product is [CH3:11][C@H:12]([C@H:15]([CH3:19])[CH2:16][CH2:17][CH3:18])[CH:13]=[N:9][S:7]([C:4]1[CH:5]=[CH:6][C:1]([CH3:10])=[CH:2][CH:3]=1)=[O:8]. The yield is 0.516. (6) The reactants are [Br:1][C:2]1[N:3]=[C:4](Br)[C:5]2[C:10]([CH:11]=1)=[CH:9][CH:8]=[CH:7][CH:6]=2.[N:13]1([C:20]([O:22][C:23]([CH3:26])([CH3:25])[CH3:24])=[O:21])[CH2:19][CH2:18][CH2:17][NH:16][CH2:15][CH2:14]1.C(=O)([O-])[O-].[K+].[K+]. The catalyst is CN(C=O)C. The product is [Br:1][C:2]1[N:3]=[C:4]([N:16]2[CH2:17][CH2:18][CH2:19][N:13]([C:20]([O:22][C:23]([CH3:26])([CH3:25])[CH3:24])=[O:21])[CH2:14][CH2:15]2)[C:5]2[C:10]([CH:11]=1)=[CH:9][CH:8]=[CH:7][CH:6]=2. The yield is 0.760. (7) The reactants are [C:1]([O:5][C:6]([N:8]([CH3:18])[CH2:9][C:10]([N:12]([CH2:14][C:15]([OH:17])=O)[CH3:13])=[O:11])=[O:7])([CH3:4])([CH3:3])[CH3:2].CN(C(F)=[N+](C)C)C.F[P-](F)(F)(F)(F)F.CCN(C(C)C)C(C)C.[N+:43]([C:46]1[CH:54]=[C:53]2[C:49]([CH:50]=[CH:51][NH:52]2)=[CH:48][CH:47]=1)([O-:45])=[O:44]. The catalyst is C1COCC1. The product is [C:1]([O:5][C:6](=[O:7])[N:8]([CH3:18])[CH2:9][C:10](=[O:11])[N:12]([CH3:13])[CH2:14][C:15]([N:52]1[C:53]2[C:49](=[CH:48][CH:47]=[C:46]([N+:43]([O-:45])=[O:44])[CH:54]=2)[CH:50]=[CH:51]1)=[O:17])([CH3:2])([CH3:3])[CH3:4]. The yield is 0.300.